Predict hERG channel inhibition at various concentrations. From a dataset of hERG Central: cardiac toxicity at 1µM, 10µM, and general inhibition. (1) The drug is O=C(O)C(=O)O.O=C(c1ccccc1)c1ccc(OCCCN2CCCC2)cc1. Results: hERG_inhib (hERG inhibition (general)): blocker. (2) The drug is COc1ccccc1C(=O)Nc1ccnn1C1CCN(Cc2cn(C)c3ccccc23)CC1. Results: hERG_inhib (hERG inhibition (general)): blocker.